From a dataset of Reaction yield outcomes from USPTO patents with 853,638 reactions. Predict the reaction yield, written as a fraction of the theoretical maximum amount of product (1.0 means a 100% yield; for example, 0.34 means a 34% yield). (1) The reactants are [CH3:1][CH2:2][CH2:3][CH2:4][CH2:5][CH2:6][CH2:7][CH2:8][CH2:9][CH2:10][CH2:11][CH2:12][O:13][C:14]([CH:16]([N:18]([CH3:20])[CH3:19])[CH3:17])=[O:15].[C:21]1([S:27]([OH:30])(=[O:29])=[O:28])[CH:26]=[CH:25][CH:24]=[CH:23][CH:22]=1. The catalyst is C(OCC)(=O)C. The product is [C:21]1([S:27]([OH:30])(=[O:29])=[O:28])[CH:26]=[CH:25][CH:24]=[CH:23][CH:22]=1.[CH3:19][N:18]([CH3:20])[CH:16]([CH3:17])[C:14]([O:13][CH2:12][CH2:11][CH2:10][CH2:9][CH2:8][CH2:7][CH2:6][CH2:5][CH2:4][CH2:3][CH2:2][CH3:1])=[O:15]. The yield is 0.995. (2) The reactants are F[C:2]1[CH:7]=[CH:6][CH:5]=[C:4]([C:8]([F:11])([F:10])[F:9])[C:3]=1[C:12]1[CH:13]=[CH:14][C:15]2[C:20]([NH:21][CH3:22])=[N:19][C:18]([NH2:23])=[N:17][C:16]=2[N:24]=1.[NH:25]1[CH2:30][CH2:29][CH2:28][CH2:27][CH2:26]1.C(=O)([O-])[O-].[K+].[K+]. The catalyst is CN(C)C=O.CN1CCCC1=O. The product is [CH3:22][NH:21][C:20]1[C:15]2[CH:14]=[CH:13][C:12]([C:3]3[C:4]([C:8]([F:11])([F:10])[F:9])=[CH:5][CH:6]=[CH:7][C:2]=3[N:25]3[CH2:30][CH2:29][CH2:28][CH2:27][CH2:26]3)=[N:24][C:16]=2[N:17]=[C:18]([NH2:23])[N:19]=1. The yield is 0.410. (3) The reactants are [CH:1]1([CH2:6][CH:7]([C:11]2[CH:16]=[CH:15][C:14]([N+:17]([O-:19])=[O:18])=[CH:13][CH:12]=2)[C:8]([OH:10])=O)[CH2:5][CH2:4][CH2:3][CH2:2]1.C(Cl)(=O)C(Cl)=O.[NH2:26][C:27]1[S:28][CH:29]=[CH:30][N:31]=1.C(N(CC)C(C)C)(C)C. The catalyst is C(Cl)Cl.CN(C)C=O.O1CCCC1. The product is [CH:1]1([CH2:6][CH:7]([C:11]2[CH:16]=[CH:15][C:14]([N+:17]([O-:19])=[O:18])=[CH:13][CH:12]=2)[C:8]([NH:26][C:27]2[S:28][CH:29]=[CH:30][N:31]=2)=[O:10])[CH2:2][CH2:3][CH2:4][CH2:5]1. The yield is 0.224. (4) The reactants are C(OC([N:8]1[CH2:13][CH2:12][C:11]2[NH:14][N:15]=[C:16]([CH:17]3[CH2:21][CH:20]=[CH:19][CH2:18]3)[C:10]=2[CH2:9]1)=O)(C)(C)C.Cl.O1CCOCC1. The catalyst is O1CCOCC1. The product is [CH:17]1([C:16]2[C:10]3[CH2:9][NH:8][CH2:13][CH2:12][C:11]=3[NH:14][N:15]=2)[CH2:21][CH:20]=[CH:19][CH2:18]1. The yield is 0.820. (5) The reactants are [Cl:1][C:2]1[C:3]([O:12][C:13]2[CH:18]=[C:17]([O:19][CH2:20][CH2:21][O:22][CH3:23])[CH:16]=[CH:15][C:14]=2[CH2:24][CH2:25][CH2:26][OH:27])=[N:4][CH:5]=[C:6]([C:8]([F:11])([F:10])[F:9])[CH:7]=1.[CH3:28][O:29][CH2:30][CH2:31][CH2:32][NH2:33].Cl.CN(C)[CH:37]=[O:38]. No catalyst specified. The product is [CH3:28][O:29][CH2:30][CH2:31][CH2:32][NH:33][C:37](=[O:38])[O:27][CH2:26][CH2:25][CH2:24][C:14]1[CH:15]=[CH:16][C:17]([O:19][CH2:20][CH2:21][O:22][CH3:23])=[CH:18][C:13]=1[O:12][C:3]1[C:2]([Cl:1])=[CH:7][C:6]([C:8]([F:9])([F:11])[F:10])=[CH:5][N:4]=1. The yield is 0.540. (6) The reactants are [CH:1](=O)[CH:2]=[CH:3][C:4]1[CH:9]=[CH:8][CH:7]=[CH:6][CH:5]=1.C(O)(=O)C.[CH3:15][C:16]([CH3:39])([CH3:38])[C:17]([O:19][C:20]1[C:25](=[O:26])[N:24]([CH3:27])[C:23]([C:28]2[S:29][CH:30]=[CH:31][C:32]=2[NH2:33])=[N:22][C:21]=1[C:34]([O:36][CH3:37])=[O:35])=[O:18].C(O[BH-](OC(=O)C)OC(=O)C)(=O)C.[Na+].C(=O)([O-])O.[Na+]. The catalyst is ClCCCl. The product is [CH3:15][C:16]([CH3:39])([CH3:38])[C:17]([O:19][C:20]1[C:25](=[O:26])[N:24]([CH3:27])[C:23]([C:28]2[S:29][CH:30]=[CH:31][C:32]=2[NH:33][CH2:1]/[CH:2]=[CH:3]/[C:4]2[CH:9]=[CH:8][CH:7]=[CH:6][CH:5]=2)=[N:22][C:21]=1[C:34]([O:36][CH3:37])=[O:35])=[O:18]. The yield is 0.820.